From a dataset of Reaction yield outcomes from USPTO patents with 853,638 reactions. Predict the reaction yield, written as a fraction of the theoretical maximum amount of product (1.0 means a 100% yield; for example, 0.34 means a 34% yield). The reactants are [CH:1]([Si:4]([CH:62]([CH3:64])[CH3:63])([CH:59]([CH3:61])[CH3:60])[O:5][C@H:6]1[C@H:11]([O:12][Si:13]([CH:20]([CH3:22])[CH3:21])([CH:17]([CH3:19])[CH3:18])[CH:14]([CH3:16])[CH3:15])[C@@H:10]([CH2:23][O:24][Si](C(C)C)(C(C)C)C(C)C)[O:9][C@@H:8]([C:35]2[CH:40]=[CH:39][N:38]=[CH:37][C:36]=2[NH:41][C:42](=[O:58])[C:43]2[CH:48]=[CH:47][C:46]([F:49])=[C:45]([C:50]3[C:55]([F:56])=[CH:54][CH:53]=[CH:52][C:51]=3[F:57])[N:44]=2)[CH2:7]1)([CH3:3])[CH3:2].[OH-].[Na+]. The catalyst is C1COCC1. The product is [F:57][C:51]1[CH:52]=[CH:53][CH:54]=[C:55]([F:56])[C:50]=1[C:45]1[N:44]=[C:43]([C:42]([NH:41][C:36]2[CH:37]=[N:38][CH:39]=[CH:40][C:35]=2[C@H:8]2[CH2:7][C@@H:6]([O:5][Si:4]([CH:59]([CH3:60])[CH3:61])([CH:1]([CH3:2])[CH3:3])[CH:62]([CH3:63])[CH3:64])[C@H:11]([O:12][Si:13]([CH:14]([CH3:16])[CH3:15])([CH:17]([CH3:19])[CH3:18])[CH:20]([CH3:22])[CH3:21])[C@@H:10]([CH2:23][OH:24])[O:9]2)=[O:58])[CH:48]=[CH:47][C:46]=1[F:49]. The yield is 0.500.